This data is from Catalyst prediction with 721,799 reactions and 888 catalyst types from USPTO. The task is: Predict which catalyst facilitates the given reaction. Reactant: C(NC(=O)O[CH2:11][CH:12]1[CH2:17][CH2:16][CH:15]([CH2:18][N:19]([CH2:40][C:41]2[CH:46]=[CH:45][CH:44]=[CH:43][CH:42]=2)[S:20]([NH:23][C:24](=[O:39])[C:25]2[CH:30]=[C:29]([C:31]([F:34])([F:33])[F:32])[CH:28]=[C:27]([C:35]([F:38])([F:37])[F:36])[CH:26]=2)(=[O:22])=[O:21])[CH2:14][CH2:13]1)C1C=CC=CC=1.[CH3:48][O:49][C:50]1[CH:51]=[C:52]([N:56]=[C:57]=[O:58])[CH:53]=[CH:54][CH:55]=1.C(N=C=[O:68])C1C=CC=CC=1.C(N(C(C)C)CC)(C)C. Product: [CH3:48][O:49][C:50]1[CH:51]=[C:52]([NH:56][C:57](=[O:68])[O:58][CH2:11][CH:12]2[CH2:17][CH2:16][CH:15]([CH2:18][N:19]([CH2:40][C:41]3[CH:42]=[CH:43][CH:44]=[CH:45][CH:46]=3)[S:20]([NH:23][C:24](=[O:39])[C:25]3[CH:30]=[C:29]([C:31]([F:32])([F:33])[F:34])[CH:28]=[C:27]([C:35]([F:36])([F:37])[F:38])[CH:26]=3)(=[O:21])=[O:22])[CH2:14][CH2:13]2)[CH:53]=[CH:54][CH:55]=1. The catalyst class is: 66.